From a dataset of Full USPTO retrosynthesis dataset with 1.9M reactions from patents (1976-2016). Predict the reactants needed to synthesize the given product. Given the product [CH3:23][N:24]([CH3:28])[C:25]([N:13]1[CH2:14][CH2:15][N:10]([C:7]2[CH:8]=[CH:9][C:4]([N+:1]([O-:3])=[O:2])=[C:5]([NH:16][C:17]3[CH:22]=[CH:21][CH:20]=[CH:19][CH:18]=3)[CH:6]=2)[CH2:11][CH2:12]1)=[O:26], predict the reactants needed to synthesize it. The reactants are: [N+:1]([C:4]1[CH:9]=[CH:8][C:7]([N:10]2[CH2:15][CH2:14][NH:13][CH2:12][CH2:11]2)=[CH:6][C:5]=1[NH:16][C:17]1[CH:22]=[CH:21][CH:20]=[CH:19][CH:18]=1)([O-:3])=[O:2].[CH3:23][N:24]([CH3:28])[C:25](Cl)=[O:26].C(N(CC)CC)C.